From a dataset of Reaction yield outcomes from USPTO patents with 853,638 reactions. Predict the reaction yield, written as a fraction of the theoretical maximum amount of product (1.0 means a 100% yield; for example, 0.34 means a 34% yield). (1) The reactants are [N+:1]([C:4]1[CH:8]=[N:7][NH:6][C:5]=1[NH2:9])([O-:3])=[O:2].CN(C)[CH:12]=[CH:13][C:14]([C:16]1[CH:17]=[C:18]([N:22]([CH2:32][CH2:33][CH3:34])[S:23]([C:26]2[CH:31]=[CH:30][CH:29]=[CH:28][CH:27]=2)(=[O:25])=[O:24])[CH:19]=[CH:20][CH:21]=1)=O.C(OCC)(=O)C. The catalyst is C(O)(=O)C. The product is [N+:1]([C:4]1[CH:8]=[N:7][N:6]2[C:14]([C:16]3[CH:17]=[C:18]([N:22]([CH2:32][CH2:33][CH3:34])[S:23]([C:26]4[CH:31]=[CH:30][CH:29]=[CH:28][CH:27]=4)(=[O:25])=[O:24])[CH:19]=[CH:20][CH:21]=3)=[CH:13][CH:12]=[N:9][C:5]=12)([O-:3])=[O:2]. The yield is 0.390. (2) The reactants are O([BH-](OC(C)=O)OC(C)=O)C(C)=O.[Na+].[Cl:15][C:16]1[N:21]=[C:20]([NH2:22])[CH:19]=[N:18][CH:17]=1.[CH:23]1([O:28][C:29]2[CH:30]=[C:31]([CH:34]=[CH:35][C:36]=2[O:37][CH3:38])[CH:32]=O)[CH2:27][CH2:26][CH2:25][CH2:24]1. The catalyst is ClCCCl.CC(O)=O. The product is [Cl:15][C:16]1[N:21]=[C:20]([NH:22][CH2:32][C:31]2[CH:34]=[CH:35][C:36]([O:37][CH3:38])=[C:29]([O:28][CH:23]3[CH2:27][CH2:26][CH2:25][CH2:24]3)[CH:30]=2)[CH:19]=[N:18][CH:17]=1. The yield is 0.100. (3) The reactants are [CH3:1][N:2]1[C:10]([CH:11]=O)=[N:9][C:8]2[C:3]1=[N:4][C:5]([N:19]1[C:23]3[CH:24]=[CH:25][CH:26]=[CH:27][C:22]=3[N:21]=[C:20]1[CH3:28])=[N:6][C:7]=2[N:13]1[CH2:18][CH2:17][O:16][CH2:15][CH2:14]1.[NH:29]1[CH2:32][CH:31]([CH2:33][N:34]([CH3:40])[CH:35]2[CH2:39][CH2:38][O:37][CH2:36]2)[CH2:30]1.[C:41](O[BH-](OC(=O)C)OC(=O)C)(=O)C.[Na+]. The catalyst is ClCCCl. The product is [CH2:28]([C:20]1[N:19]([C:5]2[N:4]=[C:3]3[C:8]([N:9]=[C:10]([CH2:11][N:29]4[CH2:32][CH:31]([CH2:33][N:34]([CH3:40])[CH:35]5[CH2:39][CH2:38][O:37][CH2:36]5)[CH2:30]4)[N:2]3[CH3:1])=[C:7]([N:13]3[CH2:14][CH2:15][O:16][CH2:17][CH2:18]3)[N:6]=2)[C:23]2[CH:24]=[CH:25][CH:26]=[CH:27][C:22]=2[N:21]=1)[CH3:41]. The yield is 0.730. (4) The reactants are C[O:2][C:3]([C:5]1[C:6]([C:14]2[CH:19]=[CH:18][CH:17]=[CH:16][C:15]=2[N+:20]([O-:22])=[O:21])=[CH:7][CH:8]=[C:9]([C:11](=[S:13])[NH2:12])[CH:10]=1)=[O:4].[Cl:23][C:24]1[CH:25]=[C:26]([CH:31]=[CH:32][CH:33]=1)[C:27](=O)[CH2:28]Br. The catalyst is O. The product is [Cl:23][C:24]1[CH:25]=[C:26]([C:27]2[N:12]=[C:11]([C:9]3[CH:10]=[C:5]([C:3]([OH:2])=[O:4])[C:6]([C:14]4[CH:19]=[CH:18][CH:17]=[CH:16][C:15]=4[N+:20]([O-:22])=[O:21])=[CH:7][CH:8]=3)[S:13][CH:28]=2)[CH:31]=[CH:32][CH:33]=1. The yield is 0.300. (5) The reactants are [S:1]1[C:5]2[CH2:6][CH2:7][CH2:8][CH2:9][C:4]=2[N:3]=[C:2]1[NH2:10].[N:11]1([C:16](N2C=CN=C2)=[S:17])[CH:15]=[CH:14][N:13]=[CH:12]1. The catalyst is C(#N)C. The product is [S:1]1[C:5]2[CH2:6][CH2:7][CH2:8][CH2:9][C:4]=2[N:3]=[C:2]1[NH:10][C:16]([N:11]1[CH:15]=[CH:14][N:13]=[CH:12]1)=[S:17]. The yield is 0.700. (6) The reactants are [F:1][C:2]([F:18])([F:17])[C:3]([N:5]1[CH2:11][CH2:10][C:9]2[CH:12]=[C:13]([OH:16])[CH:14]=[CH:15][C:8]=2[CH2:7][CH2:6]1)=[O:4].Cl[C:20]1[CH:28]=[CH:27][C:23]([C:24]([NH2:26])=[O:25])=[CH:22][N:21]=1.C([O-])([O-])=O.[K+].[K+].C1(C)C=CC=CC=1. The catalyst is CN(C=O)C. The product is [F:18][C:2]([F:1])([F:17])[C:3]([N:5]1[CH2:11][CH2:10][C:9]2[CH:12]=[C:13]([O:16][C:20]3[CH:28]=[CH:27][C:23]([C:24]([NH2:26])=[O:25])=[CH:22][N:21]=3)[CH:14]=[CH:15][C:8]=2[CH2:7][CH2:6]1)=[O:4]. The yield is 0.340. (7) The reactants are [CH3:1][N:2]1[CH2:7][CH2:6][CH:5]([NH:8][NH:9]C(OC(C)(C)C)=O)[CH2:4][CH2:3]1.[ClH:17].CCOC(C)=O. No catalyst specified. The product is [ClH:17].[NH:8]([CH:5]1[CH2:6][CH2:7][N:2]([CH3:1])[CH2:3][CH2:4]1)[NH2:9]. The yield is 1.00. (8) No catalyst specified. The product is [O:14]=[C:2]1[NH:3][C:4]2[C:5](=[C:6]3[C:11](=[CH:12][CH:13]=2)[N:10]=[CH:9][CH:8]=[CH:7]3)/[C:1]/1=[CH:24]/[NH:15][C:16]1[CH:17]=[C:18]([CH:21]=[CH:22][CH:23]=1)[C:19]#[N:20]. The yield is 0.780. The reactants are [CH2:1]1[C:5]2=[C:6]3[C:11](=[CH:12][CH:13]=[C:4]2[NH:3][C:2]1=[O:14])[N:10]=[CH:9][CH:8]=[CH:7]3.[NH2:15][C:16]1[CH:17]=[C:18]([CH:21]=[CH:22][CH:23]=1)[C:19]#[N:20].[C:24](O)(=O)C. (9) The yield is 0.300. The product is [CH2:1]([C:3]1[N:7]([C:8]2[N:16]=[C:15]3[C:11]([N:12]=[C:13]([CH2:18][N:30]4[CH2:33][CH:32]([C:34]([N:36]5[CH2:40][CH2:39][C@H:38]([OH:41])[CH2:37]5)=[O:35])[CH2:31]4)[N:14]3[CH3:17])=[C:10]([N:20]3[CH2:25][CH2:24][O:23][CH2:22][CH2:21]3)[N:9]=2)[C:6]2[CH:26]=[CH:27][CH:28]=[CH:29][C:5]=2[N:4]=1)[CH3:2]. The catalyst is ClCCCl. The reactants are [CH2:1]([C:3]1[N:7]([C:8]2[N:16]=[C:15]3[C:11]([N:12]=[C:13]([CH:18]=O)[N:14]3[CH3:17])=[C:10]([N:20]3[CH2:25][CH2:24][O:23][CH2:22][CH2:21]3)[N:9]=2)[C:6]2[CH:26]=[CH:27][CH:28]=[CH:29][C:5]=2[N:4]=1)[CH3:2].[NH:30]1[CH2:33][CH:32]([C:34]([N:36]2[CH2:40][CH2:39][C@H:38]([OH:41])[CH2:37]2)=[O:35])[CH2:31]1.C(O[BH-](OC(=O)C)OC(=O)C)(=O)C.[Na+].